Dataset: Forward reaction prediction with 1.9M reactions from USPTO patents (1976-2016). Task: Predict the product of the given reaction. (1) Given the reactants C(OC([N:8]1[CH2:13][CH2:12][N:11]([C:14]2[S:15][C:16]([S:19]([C:22]3[CH:27]=[CH:26][CH:25]=[CH:24][N:23]=3)(=[O:21])=[O:20])=[CH:17][N:18]=2)[CH2:10][CH2:9]1)=O)(C)(C)C.[ClH:28], predict the reaction product. The product is: [ClH:28].[N:23]1[CH:24]=[CH:25][CH:26]=[CH:27][C:22]=1[S:19]([C:16]1[S:15][C:14]([N:11]2[CH2:10][CH2:9][NH:8][CH2:13][CH2:12]2)=[N:18][CH:17]=1)(=[O:20])=[O:21]. (2) Given the reactants [CH2:1]([N:8]1[CH2:15][CH:14]2[CH:10]([CH:11](O)[C:12]3[C:18]([Br:19])=[C:17]([Br:20])[S:16][C:13]=32)[CH2:9]1)[C:2]1[CH:7]=[CH:6][CH:5]=[CH:4][CH:3]=1.Cl[SiH](C1C=CC=CC=1)C1C=CC=CC=1.C([O-])(O)=O.[Na+], predict the reaction product. The product is: [CH2:1]([N:8]1[CH2:15][CH:14]2[CH:10]([CH2:11][C:12]3[C:18]([Br:19])=[C:17]([Br:20])[S:16][C:13]=32)[CH2:9]1)[C:2]1[CH:7]=[CH:6][CH:5]=[CH:4][CH:3]=1. (3) Given the reactants [Br:1][C:2]1[CH:3]=[N:4][N:5]2[CH:10]=[CH:9][C:8]([N:11]3[CH2:15]C[C@H:13](NC)[CH2:12]3)=[N:7][C:6]=12.CN(C(ON1N=N[C:28]2[CH:29]=[CH:30][CH:31]=[N:32]C1=2)=[N+](C)C)C.F[P-](F)(F)(F)(F)F.[CH2:42](N(CC)CC)C.[CH3:49][N:50]([CH:52]=[O:53])[CH3:51], predict the reaction product. The product is: [NH2:32][C@@H:31]([CH2:30][CH:29]([CH3:42])[CH3:28])[C:52]([N:50]([C@H:51]1[CH2:13][CH2:12][N:11]([C:8]2[CH:9]=[CH:10][N:5]3[N:4]=[CH:3][C:2]([Br:1])=[C:6]3[N:7]=2)[CH2:15]1)[CH3:49])=[O:53]. (4) Given the reactants [O:1]=[S:2]1(=[O:17])[CH2:6][CH2:5][CH2:4][N:3]1[C:7]1[CH:15]=[CH:14][C:10]([C:11]([OH:13])=O)=[C:9]([F:16])[CH:8]=1.[CH3:18][C:19]1[CH:24]=[C:23]([CH3:25])[CH:22]=[CH:21][C:20]=1[N:26]1[CH2:31][CH2:30][NH:29][CH2:28][CH2:27]1, predict the reaction product. The product is: [CH3:18][C:19]1[CH:24]=[C:23]([CH3:25])[CH:22]=[CH:21][C:20]=1[N:26]1[CH2:27][CH2:28][N:29]([C:11]([C:10]2[CH:14]=[CH:15][C:7]([N:3]3[CH2:4][CH2:5][CH2:6][S:2]3(=[O:1])=[O:17])=[CH:8][C:9]=2[F:16])=[O:13])[CH2:30][CH2:31]1. (5) Given the reactants [NH2:1][C:2]1[C:7]([Cl:8])=[CH:6][C:5]([S:9]([NH2:12])(=[O:11])=[O:10])=[CH:4][C:3]=1[Cl:13].[Cl:14][C:15]1[CH:16]=[C:17]([NH:25][C:26](OC2C=CC=CC=2)=[O:27])[C:18](=[CH:23][CH:24]=1)[C:19]([O:21][CH3:22])=[O:20], predict the reaction product. The product is: [NH2:1][C:2]1[C:3]([Cl:13])=[CH:4][C:5]([S:9]([NH:12][C:26]([NH:25][C:17]2[CH:16]=[C:15]([Cl:14])[CH:24]=[CH:23][C:18]=2[C:19]([O:21][CH3:22])=[O:20])=[O:27])(=[O:11])=[O:10])=[CH:6][C:7]=1[Cl:8].